From a dataset of Catalyst prediction with 721,799 reactions and 888 catalyst types from USPTO. Predict which catalyst facilitates the given reaction. (1) Reactant: [NH2:1][C:2]1[N:7]=[C:6]([O:8][C@H:9]([C:14]2[CH:22]=[CH:21][C:17]([C:18]([OH:20])=[O:19])=[CH:16][C:15]=2[N:23]2[CH:27]=[CH:26][C:25]([CH3:28])=[N:24]2)[C:10]([F:13])([F:12])[F:11])[CH:5]=[C:4]([N:29]2[CH2:58][CH2:57][C:32]3([CH2:36][C@@H:35]([C:37]([O:39][CH2:40][C:41]4[CH:46]=[CH:45][CH:44]=[CH:43][CH:42]=4)=[O:38])[N:34]([C:47]([O:49][CH2:50][C:51]4[CH:56]=[CH:55][CH:54]=[CH:53][CH:52]=4)=[O:48])[CH2:33]3)[CH2:31][CH2:30]2)[N:3]=1.[CH3:59][C:60](O)([C:65]([F:68])([F:67])[F:66])[C:61]([F:64])([F:63])[F:62].CCN=C=NCCCN(C)C. Product: [NH2:1][C:2]1[N:3]=[C:4]([N:29]2[CH2:58][CH2:57][C:32]3([CH2:36][C@@H:35]([C:37]([O:39][CH2:40][C:41]4[CH:42]=[CH:43][CH:44]=[CH:45][CH:46]=4)=[O:38])[N:34]([C:47]([O:49][CH2:50][C:51]4[CH:52]=[CH:53][CH:54]=[CH:55][CH:56]=4)=[O:48])[CH2:33]3)[CH2:31][CH2:30]2)[CH:5]=[C:6]([O:8][C@H:9]([C:14]2[CH:22]=[CH:21][C:17]([C:18]([O:20][C:60]([CH3:59])([C:65]([F:68])([F:67])[F:66])[C:61]([F:64])([F:63])[F:62])=[O:19])=[CH:16][C:15]=2[N:23]2[CH:27]=[CH:26][C:25]([CH3:28])=[N:24]2)[C:10]([F:12])([F:11])[F:13])[N:7]=1. The catalyst class is: 64. (2) Reactant: [F:1][C:2]1[CH:7]=[CH:6][CH:5]=[CH:4][C:3]=1[C:8]1[CH:13]=[CH:12][C:11]([OH:14])=[CH:10][C:9]=1[C:15]([F:18])([F:17])[F:16].C([O-])([O-])=O.[K+].[K+].Br[CH2:26][C:27]1[CH:32]=[CH:31][C:30]([C:33](=[O:35])[CH3:34])=[CH:29][CH:28]=1.O. Product: [F:1][C:2]1[CH:7]=[CH:6][CH:5]=[CH:4][C:3]=1[C:8]1[CH:13]=[CH:12][C:11]([O:14][CH2:26][C:27]2[CH:32]=[CH:31][C:30]([C:33](=[O:35])[CH3:34])=[CH:29][CH:28]=2)=[CH:10][C:9]=1[C:15]([F:16])([F:17])[F:18]. The catalyst class is: 3. (3) Reactant: [NH2:1][CH2:2][CH:3]1[CH2:8][CH2:7][N:6](C(OC(C)(C)C)=O)[CH2:5][CH2:4]1.[N:16]([C:19]1[CH:24]=[C:23]([C:25]([F:28])([F:27])[F:26])[CH:22]=[C:21]([C:29]([F:32])([F:31])[F:30])[CH:20]=1)=[C:17]=[O:18]. Product: [F:26][C:25]([F:27])([F:28])[C:23]1[CH:24]=[C:19]([NH:16][C:17]([NH:1][CH2:2][CH:3]2[CH2:4][CH2:5][NH:6][CH2:7][CH2:8]2)=[O:18])[CH:20]=[C:21]([C:29]([F:32])([F:30])[F:31])[CH:22]=1. The catalyst class is: 2. (4) Reactant: [Cl:1][C:2]1[C:3]([C:12]([F:15])([F:14])[F:13])=[CH:4][C:5]([N+:9]([O-])=O)=[C:6]([OH:8])[CH:7]=1.C(OCC)(=O)C.C(O)(=O)C. Product: [NH2:9][C:5]1[CH:4]=[C:3]([C:12]([F:13])([F:14])[F:15])[C:2]([Cl:1])=[CH:7][C:6]=1[OH:8]. The catalyst class is: 150. (5) Reactant: S(Cl)([Cl:3])=O.[NH2:5][C:6]1[C:7]([C:23]([OH:25])=O)=[N:8][C:9]([N:12]2[CH2:17][CH2:16][N:15]([S:18]([CH2:21][CH3:22])(=[O:20])=[O:19])[CH2:14][CH2:13]2)=[CH:10][N:11]=1. Product: [NH2:5][C:6]1[C:7]([C:23]([Cl:3])=[O:25])=[N:8][C:9]([N:12]2[CH2:17][CH2:16][N:15]([S:18]([CH2:21][CH3:22])(=[O:20])=[O:19])[CH2:14][CH2:13]2)=[CH:10][N:11]=1. The catalyst class is: 794.